Predict the reactants needed to synthesize the given product. From a dataset of Full USPTO retrosynthesis dataset with 1.9M reactions from patents (1976-2016). (1) Given the product [F:1][C:2]([F:13])([F:12])[C:3]1[C:4]([C:9]([Cl:16])=[O:10])=[N:5][CH:6]=[CH:7][CH:8]=1, predict the reactants needed to synthesize it. The reactants are: [F:1][C:2]([F:13])([F:12])[C:3]1[C:4]([C:9](O)=[O:10])=[N:5][CH:6]=[CH:7][CH:8]=1.S(Cl)([Cl:16])=O. (2) Given the product [ClH:1].[F:22][C:20]1[CH:19]=[CH:18][C:17]([N+:23]([O-:25])=[O:24])=[C:16]([CH:21]=1)[O:15][C@H:12]1[CH2:11][CH2:10][C@H:9]([NH2:8])[CH2:14][CH2:13]1, predict the reactants needed to synthesize it. The reactants are: [ClH:1].C(OC(=O)[NH:8][C@H:9]1[CH2:14][CH2:13][C@H:12]([O:15][C:16]2[CH:21]=[C:20]([F:22])[CH:19]=[CH:18][C:17]=2[N+:23]([O-:25])=[O:24])[CH2:11][CH2:10]1)(C)(C)C. (3) Given the product [F:1][C:2]1[CH:3]=[CH:4][C:5]([C:8]2[CH:12]=[C:11]([CH2:13][N:14]3[C:15]4[C:24]5[N:23]=[CH:22][CH:21]=[CH:20][C:19]=5[N:18]=[CH:17][C:16]=4[N:25]=[C:26]3[CH2:27][CH2:28][CH3:29])[O:10][N:9]=2)=[CH:6][CH:7]=1, predict the reactants needed to synthesize it. The reactants are: [F:1][C:2]1[CH:7]=[CH:6][C:5]([C:8]2[CH:12]=[C:11]([CH2:13][NH:14][C:15]3[C:24]4[C:19](=[CH:20][CH:21]=[CH:22][N:23]=4)[N:18]=[CH:17][C:16]=3[NH2:25])[O:10][N:9]=2)=[CH:4][CH:3]=1.[C:26](OC)(OC)(OC)[CH2:27][CH2:28][CH3:29]. (4) Given the product [CH3:14][N:15]([CH3:17])[CH:16]=[CH:2][C:1]([C:4]1[S:8][C:7](=[O:9])[N:6]([CH3:10])[C:5]=1[CH3:11])=[O:3], predict the reactants needed to synthesize it. The reactants are: [C:1]([C:4]1[S:8][C:7](=[O:9])[N:6]([CH3:10])[C:5]=1[CH3:11])(=[O:3])[CH3:2].CO[CH:14](OC)[N:15]([CH3:17])[CH3:16]. (5) Given the product [CH3:20][O:21][C:22](=[O:33])[CH2:23][O:24][C:25]1[CH:30]=[CH:29][C:28]([O:31][CH2:18][C:4]2[O:5][C:6]([C:7]3[CH:12]=[CH:11][C:10]([O:13][C:14]([F:17])([F:16])[F:15])=[CH:9][CH:8]=3)=[C:2]([Br:1])[N:3]=2)=[CH:27][C:26]=1[CH3:32], predict the reactants needed to synthesize it. The reactants are: [Br:1][C:2]1[N:3]=[C:4]([CH2:18]Br)[O:5][C:6]=1[C:7]1[CH:12]=[CH:11][C:10]([O:13][C:14]([F:17])([F:16])[F:15])=[CH:9][CH:8]=1.[CH3:20][O:21][C:22](=[O:33])[CH2:23][O:24][C:25]1[CH:30]=[CH:29][C:28]([OH:31])=[CH:27][C:26]=1[CH3:32].C([O-])([O-])=O.[Cs+].[Cs+]. (6) Given the product [C:11]([Si:8]([CH3:10])([CH3:9])[O:5][CH2:4][CH2:3][CH2:2][NH2:1])([CH3:14])([CH3:13])[CH3:12], predict the reactants needed to synthesize it. The reactants are: [NH2:1][CH2:2][CH2:3][CH2:4][OH:5].[H-].[Na+].[Si:8](Cl)([C:11]([CH3:14])([CH3:13])[CH3:12])([CH3:10])[CH3:9]. (7) Given the product [CH3:17][N:18]([C:22]1[CH:27]=[CH:26][CH:25]=[CH:24][CH:23]=1)[C:9]([N:11]1[CH2:12][CH2:13][NH:14][CH2:15][CH2:16]1)=[O:10].[ClH:21], predict the reactants needed to synthesize it. The reactants are: C(#N)C.C(O[C:9]([N:11]1[CH2:16][CH2:15][NH:14][CH2:13][CH2:12]1)=[O:10])(C)(C)C.[CH3:17][N:18]([C:22]1[CH:27]=[CH:26][CH:25]=[CH:24][CH:23]=1)C([Cl:21])=O.Cl. (8) Given the product [C:8]([C:4]1[CH:3]=[C:2]([CH:7]=[CH:6][CH:5]=1)[O:1][CH:18]([C:15]1[CH:14]=[CH:13][C:12]([F:11])=[CH:17][CH:16]=1)[CH2:19][CH2:20][CH2:21][CH2:22][CH2:23][N:24]1[CH2:25][CH2:26][CH:27]([C:30]2[CH:31]=[C:32]([NH:36][C:37](=[O:41])[CH:38]([CH3:40])[CH3:39])[CH:33]=[CH:34][CH:35]=2)[CH2:28][CH2:29]1)(=[O:10])[CH3:9], predict the reactants needed to synthesize it. The reactants are: [OH:1][C:2]1[CH:3]=[C:4]([C:8](=[O:10])[CH3:9])[CH:5]=[CH:6][CH:7]=1.[F:11][C:12]1[CH:17]=[CH:16][C:15]([CH:18](O)[CH2:19][CH2:20][CH2:21][CH2:22][CH2:23][N:24]2[CH2:29][CH2:28][CH:27]([C:30]3[CH:31]=[C:32]([NH:36][C:37](=[O:41])[CH:38]([CH3:40])[CH3:39])[CH:33]=[CH:34][CH:35]=3)[CH2:26][CH2:25]2)=[CH:14][CH:13]=1. (9) Given the product [CH:1]([C:3]1[C:4]([CH3:17])=[C:5]2[C:9](=[CH:10][CH:11]=1)[C@@H:8]([CH2:12][C:13]([O:15][CH3:16])=[O:14])[CH2:7][CH2:6]2)=[O:20], predict the reactants needed to synthesize it. The reactants are: [C:1]([C:3]1[C:4]([CH3:17])=[C:5]2[C:9](=[CH:10][CH:11]=1)[C@@H:8]([CH2:12][C:13]([O:15][CH3:16])=[O:14])[CH2:7][CH2:6]2)#N.C(O)(=[O:20])C.